The task is: Predict the reaction yield, written as a fraction of the theoretical maximum amount of product (1.0 means a 100% yield; for example, 0.34 means a 34% yield).. This data is from Reaction yield outcomes from USPTO patents with 853,638 reactions. The reactants are C(O)(C(F)(F)F)=O.[Cl:8][C:9]1[CH:14]=[CH:13][C:12]([CH:15]([NH:22][C:23]([C:25]2([NH:40]C(=O)OC(C)(C)C)[CH2:30][CH2:29][N:28]([C:31]3[C:32]4[CH:39]=[CH:38][NH:37][C:33]=4[N:34]=[CH:35][N:36]=3)[CH2:27][CH2:26]2)=[O:24])[CH2:16][C:17]([N:19]([CH3:21])[CH3:20])=[O:18])=[CH:11][CH:10]=1. The catalyst is ClCCl. The product is [NH2:40][C:25]1([C:23]([NH:22][CH:15]([C:12]2[CH:13]=[CH:14][C:9]([Cl:8])=[CH:10][CH:11]=2)[CH2:16][C:17]([N:19]([CH3:20])[CH3:21])=[O:18])=[O:24])[CH2:26][CH2:27][N:28]([C:31]2[C:32]3[CH:39]=[CH:38][NH:37][C:33]=3[N:34]=[CH:35][N:36]=2)[CH2:29][CH2:30]1. The yield is 0.648.